Predict which catalyst facilitates the given reaction. From a dataset of Catalyst prediction with 721,799 reactions and 888 catalyst types from USPTO. Reactant: [C:1]([NH:4][C:5]1[N:9]([CH3:10])[N:8]=[C:7]([CH3:11])[CH:6]=1)(=[O:3])[CH3:2].I[C:13]1[CH:18]=[CH:17][C:16]([O:19][C:20]([F:23])([F:22])[F:21])=[CH:15][CH:14]=1.[O-]P(OP(OP([O-])([O-])=O)([O-])=O)(=O)[O-].[K+].[K+].[K+].[K+].[K+].N[C@@H]1CCCC[C@H]1N. Product: [CH3:10][N:9]1[C:5]([N:4]([C:13]2[CH:14]=[CH:15][C:16]([O:19][C:20]([F:21])([F:22])[F:23])=[CH:17][CH:18]=2)[C:1](=[O:3])[CH3:2])=[CH:6][CH:7]([CH3:11])[NH:8]1. The catalyst class is: 185.